This data is from Reaction yield outcomes from USPTO patents with 853,638 reactions. The task is: Predict the reaction yield, written as a fraction of the theoretical maximum amount of product (1.0 means a 100% yield; for example, 0.34 means a 34% yield). The reactants are C(O[BH-](OC(=O)C)OC(=O)C)(=O)C.[Na+].[Cl:15][C:16]1[C:17]([CH:28]=O)=[N:18][CH:19]=[C:20]([N:22]2[CH2:26][CH2:25][CH2:24][CH:23]2[CH3:27])[N:21]=1.[CH2:30]([NH:37][CH2:38][CH2:39][OH:40])[C:31]1[CH:36]=[CH:35][CH:34]=[CH:33][CH:32]=1.C(=O)([O-])O.[Na+]. The catalyst is C(#N)C.C(O)(=O)C. The product is [CH2:30]([N:37]([CH2:28][C:17]1[C:16]([Cl:15])=[N:21][C:20]([N:22]2[CH2:26][CH2:25][CH2:24][CH:23]2[CH3:27])=[CH:19][N:18]=1)[CH2:38][CH2:39][OH:40])[C:31]1[CH:36]=[CH:35][CH:34]=[CH:33][CH:32]=1. The yield is 0.760.